Dataset: Reaction yield outcomes from USPTO patents with 853,638 reactions. Task: Predict the reaction yield, written as a fraction of the theoretical maximum amount of product (1.0 means a 100% yield; for example, 0.34 means a 34% yield). (1) The reactants are [Br:1][C:2]1[CH:8]=[C:7]([O:9][CH3:10])[CH:6]=[CH:5][C:3]=1[NH2:4].[C:11]([C:17]([O:19][CH3:20])=[O:18])#[C:12][C:13]([O:15][CH3:16])=[O:14].C(O)C. The catalyst is CO. The product is [CH3:16][O:15][C:13](=[O:14])[C:12]([NH:4][C:3]1[CH:5]=[CH:6][C:7]([O:9][CH3:10])=[CH:8][C:2]=1[Br:1])=[CH:11][C:17]([O:19][CH3:20])=[O:18]. The yield is 0.930. (2) The reactants are [C:1]([N:8]1[CH2:14][CH2:13][CH2:12][C@H:9]1[CH:10]=O)([O:3][C:4]([CH3:7])([CH3:6])[CH3:5])=[O:2].C1C=CC(P(C2C=CC=CC=2)C2C=CC=CC=2)=CC=1.[C:34](Br)(Br)([Br:36])[Br:35].C([O-])(O)=O.[Na+]. The catalyst is C(Cl)Cl. The product is [C:4]([O:3][C:1]([N:8]1[CH2:14][CH2:13][CH2:12][CH:9]1[CH:10]=[C:34]([Br:36])[Br:35])=[O:2])([CH3:7])([CH3:6])[CH3:5]. The yield is 0.740.